Predict the reaction yield, written as a fraction of the theoretical maximum amount of product (1.0 means a 100% yield; for example, 0.34 means a 34% yield). From a dataset of Reaction yield outcomes from USPTO patents with 853,638 reactions. (1) The reactants are C(NC(C)C)(C)C.[Li].C([Li])CCC.[Br:14][C:15]1[CH:16]=[CH:17][C:18]([F:21])=[N:19][CH:20]=1.[CH:22](N1CCCCC1)=[O:23]. The catalyst is C1COCC1. The product is [Br:14][C:15]1[CH:16]=[C:17]([CH:22]=[O:23])[C:18]([F:21])=[N:19][CH:20]=1. The yield is 0.520. (2) The reactants are [OH-].[Na+].C[O:4][C:5]([C:7]1[C:12]([CH:13]=[CH2:14])=[C:11]([NH2:15])[CH:10]=[C:9]([Cl:16])[N:8]=1)=[O:6]. The catalyst is C1COCC1.O. The product is [NH2:15][C:11]1[CH:10]=[C:9]([Cl:16])[N:8]=[C:7]([C:5]([OH:6])=[O:4])[C:12]=1[CH:13]=[CH2:14]. The yield is 0.240. (3) The reactants are [Cl:1][C:2]1[CH:7]=[C:6]([O:8][C:9]2[CH:14]=[C:13]([F:15])[C:12]([N+:16]([O-])=O)=[CH:11][C:10]=2[F:19])[CH:5]=[CH:4][N:3]=1. The catalyst is [Ni].CO. The product is [Cl:1][C:2]1[CH:7]=[C:6]([O:8][C:9]2[C:10]([F:19])=[CH:11][C:12]([NH2:16])=[C:13]([F:15])[CH:14]=2)[CH:5]=[CH:4][N:3]=1. The yield is 0.720. (4) The reactants are [CH:1]1([NH:4][C:5]([C:7]2[CH:12]=[CH:11][C:10]([C:13]3[CH:22]=[N:21][C:20]4[C:19]([N:23]5[CH2:28][CH2:27][O:26][CH2:25][CH2:24]5)=[N:18][C:17]([C:29]5[CH:30]=[N:31][C:32]([NH:35]C(=O)OC(C)(C)C)=[N:33][CH:34]=5)=[N:16][C:15]=4[CH:14]=3)=[CH:9][CH:8]=2)=[O:6])[CH2:3][CH2:2]1.C(Cl)Cl.C(O)(C(F)(F)F)=O. The catalyst is CO.C(Cl)(Cl)Cl. The product is [NH2:35][C:32]1[N:31]=[CH:30][C:29]([C:17]2[N:18]=[C:19]([N:23]3[CH2:24][CH2:25][O:26][CH2:27][CH2:28]3)[C:20]3[N:21]=[CH:22][C:13]([C:10]4[CH:9]=[CH:8][C:7]([C:5]([NH:4][CH:1]5[CH2:2][CH2:3]5)=[O:6])=[CH:12][CH:11]=4)=[CH:14][C:15]=3[N:16]=2)=[CH:34][N:33]=1. The yield is 0.120. (5) The reactants are [Cl:1][C:2]1[C:3]([C:8]2[CH:9]=[C:10]3[C:14](=[CH:15][CH:16]=2)[NH:13][N:12]=[C:11]3[NH:17][C:18]2[S:19][C:20]([CH:23]=O)=[CH:21][N:22]=2)=[N:4][CH:5]=[CH:6][CH:7]=1.[CH3:25][NH2:26].[Na].[C:28](=[O:31])([O-])[OH:29].[Na+]. The catalyst is C(OCC)(=O)C.O1CCCC1. The product is [Cl:1][C:2]1[C:3]([C:8]2[CH:9]=[C:10]3[C:14](=[CH:15][CH:16]=2)[NH:13][N:12]=[C:11]3[NH:17][C:18]2[S:19][C:20]([CH2:23][N:26]([CH3:25])[C:28](=[O:31])[O:29][C:8]([CH3:9])([CH3:16])[CH3:3])=[CH:21][N:22]=2)=[N:4][CH:5]=[CH:6][CH:7]=1. The yield is 0.370. (6) The reactants are [F:1][C:2]1[CH:3]=[C:4]([NH:8][C:9]([C:11]2[NH:12][C:13]3[C:18]([CH:19]=2)=[CH:17][C:16]([CH:20]2[CH2:24][CH2:23][NH:22][CH2:21]2)=[CH:15][CH:14]=3)=[O:10])[CH:5]=[N:6][CH:7]=1.C(N(CC)C(C)C)(C)C.Cl[C:35]1[N:40]=[N:39][C:38]([C:41]#[N:42])=[CH:37][CH:36]=1. The catalyst is CN1C(=O)CCC1.C(OCC)(=O)C. The product is [C:41]([C:38]1[N:39]=[N:40][C:35]([N:22]2[CH2:23][CH2:24][CH:20]([C:16]3[CH:17]=[C:18]4[C:13](=[CH:14][CH:15]=3)[NH:12][C:11]([C:9]([NH:8][C:4]3[CH:5]=[N:6][CH:7]=[C:2]([F:1])[CH:3]=3)=[O:10])=[CH:19]4)[CH2:21]2)=[CH:36][CH:37]=1)#[N:42]. The yield is 0.740. (7) The reactants are [Cl:1][C:2]1[CH:7]=[CH:6][CH:5]=[CH:4][C:3]=1[CH:8]([OH:26])[C:9]1[C:16](=[O:17])[N:12]2[CH2:13][CH2:14][CH2:15][N:11]2[C:10]=1[C:18]1[CH:23]=[CH:22][N:21]=[C:20]([S:24][CH3:25])[N:19]=1. The catalyst is C(Cl)Cl.[O-2].[Mn+4].[O-2]. The product is [Cl:1][C:2]1[CH:7]=[CH:6][CH:5]=[CH:4][C:3]=1[C:8]([C:9]1[C:16](=[O:17])[N:12]2[CH2:13][CH2:14][CH2:15][N:11]2[C:10]=1[C:18]1[CH:23]=[CH:22][N:21]=[C:20]([S:24][CH3:25])[N:19]=1)=[O:26]. The yield is 0.690. (8) The reactants are [CH2:1]([O:3][C:4](=[O:20])[C:5]1[CH:10]=[C:9]([Cl:11])[C:8]([CH2:12][N:13]2[CH2:18][CH2:17][NH:16][CH2:15][CH2:14]2)=[CH:7][C:6]=1[NH2:19])[CH3:2].C(N(CC)CC)C.[CH3:28][C:29]([O:32][C:33](O[C:33]([O:32][C:29]([CH3:31])([CH3:30])[CH3:28])=[O:34])=[O:34])([CH3:31])[CH3:30].O. The catalyst is C(Cl)Cl. The product is [C:29]([O:32][C:33]([N:16]1[CH2:17][CH2:18][N:13]([CH2:12][C:8]2[CH:7]=[C:6]([NH2:19])[C:5]([C:4]([O:3][CH2:1][CH3:2])=[O:20])=[CH:10][C:9]=2[Cl:11])[CH2:14][CH2:15]1)=[O:34])([CH3:31])([CH3:30])[CH3:28]. The yield is 0.860.